Dataset: Forward reaction prediction with 1.9M reactions from USPTO patents (1976-2016). Task: Predict the product of the given reaction. (1) Given the reactants Br[C:2]1[C:3](OC)=[CH:4]C(OC)=C(C2OCCO2)[CH:7]=1.CCN(CC)CC.C1(C2C=CC=CC=2)C=CC=CC=1.[CH3:36][C:37]1([CH3:44])[C:41]([CH3:43])([CH3:42])[O:40][BH:39][O:38]1.[NH4+].[Cl-], predict the reaction product. The product is: [CH3:36][C:37]1([CH3:44])[C:41]([CH3:43])([CH3:42])[O:40][BH:39][O:38]1.[BH:39]1[CH2:4][CH2:3][CH2:2][CH2:7]1. (2) Given the reactants [Si]([O:8][CH2:9][C@H:10]1[N:15]([C:16](=[O:20])[C@H:17]([Cl:19])[CH3:18])[CH2:14][C@H:13]([C:21]([O:23][CH3:24])=[O:22])[CH2:12][CH2:11]1)(C(C)(C)C)(C)C.[F-].C([N+](CCCC)(CCCC)CCCC)CCC.O, predict the reaction product. The product is: [Cl:19][C@H:17]([CH3:18])[C:16]([N:15]1[C@H:10]([CH2:9][OH:8])[CH2:11][CH2:12][C@@H:13]([C:21]([O:23][CH3:24])=[O:22])[CH2:14]1)=[O:20].